From a dataset of Peptide-MHC class I binding affinity with 185,985 pairs from IEDB/IMGT. Regression. Given a peptide amino acid sequence and an MHC pseudo amino acid sequence, predict their binding affinity value. This is MHC class I binding data. The peptide sequence is GLENGLNYI. The MHC is HLA-A68:01 with pseudo-sequence HLA-A68:01. The binding affinity (normalized) is 0.0540.